Task: Predict the reaction yield, written as a fraction of the theoretical maximum amount of product (1.0 means a 100% yield; for example, 0.34 means a 34% yield).. Dataset: Reaction yield outcomes from USPTO patents with 853,638 reactions (1) The reactants are [CH2:1]([N:8]1[CH2:13][CH2:12][N:11]2[C:14](Br)=[N:15][CH:16]=[C:10]2[CH2:9]1)[C:2]1[CH:7]=[CH:6][CH:5]=[CH:4][CH:3]=1.C(N1CCN2C=NC=C2C1)C1C=CC=CC=1.C([Li])CCC.[Br:39]Br. The catalyst is C1COCC1.O. The product is [CH2:1]([N:8]1[CH2:13][CH2:12][N:11]2[CH:14]=[N:15][C:16]([Br:39])=[C:10]2[CH2:9]1)[C:2]1[CH:7]=[CH:6][CH:5]=[CH:4][CH:3]=1. The yield is 0.182. (2) The yield is 0.950. The reactants are [Si]([O:8][CH2:9][C:10]1[N:11]([CH2:19][CH2:20][C:21]([O:23][CH3:24])=[O:22])[C:12]2[C:17]([CH:18]=1)=[CH:16][CH:15]=[CH:14][CH:13]=2)(C(C)(C)C)(C)C.[F-].C([N+](CCCC)(CCCC)CCCC)CCC. The product is [OH:8][CH2:9][C:10]1[N:11]([CH2:19][CH2:20][C:21]([O:23][CH3:24])=[O:22])[C:12]2[C:17]([CH:18]=1)=[CH:16][CH:15]=[CH:14][CH:13]=2. The catalyst is C1COCC1.CCOCC.